This data is from Full USPTO retrosynthesis dataset with 1.9M reactions from patents (1976-2016). The task is: Predict the reactants needed to synthesize the given product. (1) Given the product [Cl:16][CH2:1][C:2]1[CH:7]=[N:6][C:5]([CH3:8])=[CH:4][N:3]=1, predict the reactants needed to synthesize it. The reactants are: [CH3:1][C:2]1[CH:7]=[N:6][C:5]([CH3:8])=[CH:4][N:3]=1.C1C(=O)N([Cl:16])C(=O)C1. (2) The reactants are: [N+:1]([C:4]1[CH:12]=[CH:11][C:7](C(O)=O)=[CH:6][CH:5]=1)([O-:3])=[O:2].[NH2:13][CH2:14][CH2:15][CH2:16][N:17]1[CH2:21][CH2:20][CH2:19][CH2:18]1.CN([C:25]([O:29]N1N=NC2C=CC=CC1=2)=[N+](C)C)C.[B-](F)(F)(F)F.C(=O)(O)[O-].[Na+]. Given the product [N+:1]([C:4]1[CH:5]=[C:6]([CH:7]=[CH:11][CH:12]=1)[C:25]([NH:13][CH2:14][CH2:15][CH2:16][N:17]1[CH2:21][CH2:20][CH2:19][CH2:18]1)=[O:29])([O-:3])=[O:2], predict the reactants needed to synthesize it. (3) Given the product [F:29][C:17]([F:16])([F:28])[C:18]1[CH:19]=[C:20]([S:24]([O:1][N:2]=[C:3]([C:14]#[N:15])[C:4]2[CH:9]=[CH:8][C:7]([O:10][CH3:11])=[C:6]([O:12][CH3:13])[CH:5]=2)(=[O:25])=[O:26])[CH:21]=[CH:22][CH:23]=1, predict the reactants needed to synthesize it. The reactants are: [OH:1][N:2]=[C:3]([C:14]#[N:15])[C:4]1[CH:9]=[CH:8][C:7]([O:10][CH3:11])=[C:6]([O:12][CH3:13])[CH:5]=1.[F:16][C:17]([F:29])([F:28])[C:18]1[CH:19]=[C:20]([S:24](Cl)(=[O:26])=[O:25])[CH:21]=[CH:22][CH:23]=1.C(N(CC)CC)C. (4) The reactants are: [C:1]([O:5][C:6]([N:8]1[CH2:13][CH2:12][C:11]2[N:14]([CH3:18])[C:15](Br)=[CH:16][C:10]=2[C:9]1=[O:19])=[O:7])([CH3:4])([CH3:3])[CH3:2].[Cl:20][C:21]1[CH:26]=[C:25](B(O)O)[CH:24]=[CH:23][N:22]=1.C([O-])([O-])=O.[Na+].[Na+]. Given the product [C:1]([O:5][C:6]([N:8]1[CH2:13][CH2:12][C:11]2[N:14]([CH3:18])[C:15]([C:25]3[CH:24]=[CH:23][N:22]=[C:21]([Cl:20])[CH:26]=3)=[CH:16][C:10]=2[C:9]1=[O:19])=[O:7])([CH3:4])([CH3:3])[CH3:2], predict the reactants needed to synthesize it.